This data is from Reaction yield outcomes from USPTO patents with 853,638 reactions. The task is: Predict the reaction yield, written as a fraction of the theoretical maximum amount of product (1.0 means a 100% yield; for example, 0.34 means a 34% yield). (1) The reactants are [CH3:1][S:2][C:3]1[CH:8]=[CH:7][C:6]([NH:9][C:10](=[O:22])[CH2:11][C:12]([O:14]CC2C=CC=CC=2)=[O:13])=[CH:5][CH:4]=1.[OH-].[Na+]. The catalyst is CO.Cl. The product is [CH3:1][S:2][C:3]1[CH:4]=[CH:5][C:6]([NH:9][C:10](=[O:22])[CH2:11][C:12]([OH:14])=[O:13])=[CH:7][CH:8]=1. The yield is 0.840. (2) The reactants are [NH:1](C(OC(C)(C)C)=O)[C@@H:2]([CH:10]=O)[CH2:3][C:4]1[CH:9]=[CH:8][CH:7]=[CH:6][CH:5]=1.[C:19]1(S(CP(OCC)(=O)OCC)(=O)=O)[CH:24]=[CH:23][CH:22]=[CH:21][CH:20]=1.C[O-].[Na+].[CH:40]([S:42]([CH:45]=[CH2:46])(=[O:44])=[O:43])=C.[ClH:47]. The catalyst is CCOC(C)=O. The product is [ClH:47].[C:19]1([CH:3]([C:4]2[CH:5]=[CH:6][CH:7]=[CH:8][CH:9]=2)[C@@H:2]([NH2:1])[CH:10]=[CH:40][S:42]([CH:45]=[CH:46][C@H:2]([NH2:1])[CH:3]([C:19]2[CH:20]=[CH:21][CH:22]=[CH:23][CH:24]=2)[C:4]2[CH:9]=[CH:8][CH:7]=[CH:6][CH:5]=2)(=[O:44])=[O:43])[CH:24]=[CH:23][CH:22]=[CH:21][CH:20]=1. The yield is 0.880.